This data is from Full USPTO retrosynthesis dataset with 1.9M reactions from patents (1976-2016). The task is: Predict the reactants needed to synthesize the given product. (1) Given the product [C:2]([C:4]1[CH:12]=[CH:11][C:7]([CH2:8][O:9][O:16][NH2:17])=[C:6]([O:13][CH2:14][CH3:15])[CH:5]=1)#[N:3], predict the reactants needed to synthesize it. The reactants are: Cl.[C:2]([C:4]1[CH:12]=[CH:11][C:7]([CH2:8][O:9]N)=[C:6]([O:13][CH2:14][CH3:15])[CH:5]=1)#[N:3].[OH2:16].[NH3:17]. (2) Given the product [F:1][C:2]1[CH:7]=[CH:6][C:5]([CH2:8][CH:9]([NH:13][CH:20]=[O:21])[CH:10]([CH3:11])[CH3:12])=[CH:4][C:3]=1[O:14][CH2:15][CH2:16][CH2:17][O:18][CH3:19], predict the reactants needed to synthesize it. The reactants are: [F:1][C:2]1[CH:7]=[CH:6][C:5]([CH2:8][CH:9]([NH2:13])[CH:10]([CH3:12])[CH3:11])=[CH:4][C:3]=1[O:14][CH2:15][CH2:16][CH2:17][O:18][CH3:19].[CH:20](O)=[O:21]. (3) The reactants are: [CH:1]([CH:3]([CH2:9][CH3:10])[CH2:4][C:5]([O:7]C)=O)=O.[N:11]1[CH:16]=[CH:15][CH:14]=[CH:13][C:12]=1[CH2:17][CH2:18][NH2:19]. Given the product [CH2:9]([C:3]1[CH2:1][N:19]([CH2:18][CH2:17][C:12]2[CH:13]=[CH:14][CH:15]=[CH:16][N:11]=2)[C:5](=[O:7])[CH:4]=1)[CH3:10], predict the reactants needed to synthesize it. (4) Given the product [CH:7]1[C:6]2[CH:5]([CH2:4][O:3][C:1]([NH:18][C@H:19]([CH:20]([CH3:21])[CH3:22])[C:23]([O:25][C@H:37](/[CH:57]=[CH:58]/[CH2:59][CH2:60][S:61][C:62]([C:75]3[CH:80]=[CH:79][CH:78]=[CH:77][CH:76]=3)([C:69]3[CH:74]=[CH:73][CH:72]=[CH:71][CH:70]=3)[C:63]3[CH:64]=[CH:65][CH:66]=[CH:67][CH:68]=3)[CH2:38][C:39]([NH:41][CH2:42][C:43]3[CH:44]=[CH:45][CH:46]=[C:47]([CH2:49][N:50]([CH2:51][C:52]([O:54][CH3:55])=[O:53])[CH3:56])[N:48]=3)=[O:40])=[O:24])=[O:2])[C:17]3[C:12](=[CH:13][CH:14]=[CH:15][CH:16]=3)[C:11]=2[CH:10]=[CH:9][CH:8]=1, predict the reactants needed to synthesize it. The reactants are: [C:1]([NH:18][C@H:19]([C:23]([OH:25])=[O:24])[CH:20]([CH3:22])[CH3:21])([O:3][CH2:4][CH:5]1[C:17]2[C:12](=[CH:13][CH:14]=[CH:15][CH:16]=2)[C:11]2[C:6]1=[CH:7][CH:8]=[CH:9][CH:10]=2)=[O:2].CCN(C(C)C)C(C)C.[Cl-].O[C@H:37](/[CH:57]=[CH:58]/[CH2:59][CH2:60][S:61][C:62]([C:75]1[CH:80]=[CH:79][CH:78]=[CH:77][CH:76]=1)([C:69]1[CH:74]=[CH:73][CH:72]=[CH:71][CH:70]=1)[C:63]1[CH:68]=[CH:67][CH:66]=[CH:65][CH:64]=1)[CH2:38][C:39]([NH:41][CH2:42][C:43]1[N:48]=[C:47]([CH2:49][N:50]([CH3:56])[CH2:51][C:52]([O:54][CH3:55])=[O:53])[CH:46]=[CH:45][CH:44]=1)=[O:40].